The task is: Predict the reactants needed to synthesize the given product.. This data is from Full USPTO retrosynthesis dataset with 1.9M reactions from patents (1976-2016). (1) Given the product [CH2:17]([S:14]([C:11]1[CH:12]=[CH:13][C:8]([C:6]2[C:5]([O:20][CH3:21])=[CH:4][CH:3]=[C:2]([B:27]3[O:31][C:30]([CH3:33])([CH3:32])[C:29]([CH3:35])([CH3:34])[O:28]3)[CH:7]=2)=[C:9]([F:19])[CH:10]=1)(=[O:16])=[O:15])[CH3:18], predict the reactants needed to synthesize it. The reactants are: Cl[C:2]1[CH:3]=[CH:4][C:5]([O:20][CH3:21])=[C:6]([C:8]2[CH:13]=[CH:12][C:11]([S:14]([CH2:17][CH3:18])(=[O:16])=[O:15])=[CH:10][C:9]=2[F:19])[CH:7]=1.C([O-])(=O)C.[K+].[B:27]1([B:27]2[O:31][C:30]([CH3:33])([CH3:32])[C:29]([CH3:35])([CH3:34])[O:28]2)[O:31][C:30]([CH3:33])([CH3:32])[C:29]([CH3:35])([CH3:34])[O:28]1.C1(P(C2CCCCC2)C2CCCCC2)CCCCC1. (2) Given the product [CH3:1][S:2]([N:5]1[CH2:10][CH2:9][CH2:8][C@H:7]([NH:11][C:12]2[C:17]([C:18]3[N:19]=[C:20]4[CH:26]=[CH:25][NH:24][C:21]4=[N:22][CH:23]=3)=[CH:16][N:15]=[C:14]([N:39]3[CH2:42][CH:41]([C:43]#[N:44])[CH2:40]3)[N:13]=2)[CH2:6]1)(=[O:4])=[O:3], predict the reactants needed to synthesize it. The reactants are: [CH3:1][S:2]([N:5]1[CH2:10][CH2:9][CH2:8][C@H:7]([NH:11][C:12]2[C:17]([C:18]3[N:19]=[C:20]4[CH:26]=[CH:25][N:24](COCC[Si](C)(C)C)[C:21]4=[N:22][CH:23]=3)=[CH:16][N:15]=[C:14](S(C)(=O)=O)[N:13]=2)[CH2:6]1)(=[O:4])=[O:3].[NH:39]1[CH2:42][CH:41]([C:43]#[N:44])[CH2:40]1.CS(C)(=O)=O. (3) Given the product [C:1]([NH:5][C:6]([C:8]1[C:16]2[C:11](=[N:12][CH:13]=[C:14]([NH:17][C:18]3[CH:23]=[CH:22][CH:21]=[C:20]([CH:24]([OH:26])[CH3:25])[CH:19]=3)[N:15]=2)[NH:10][CH:9]=1)=[O:7])([CH3:4])([CH3:2])[CH3:3], predict the reactants needed to synthesize it. The reactants are: [C:1]([NH:5][C:6]([C:8]1[C:16]2[C:11](=[N:12][CH:13]=[C:14]([NH:17][C:18]3[CH:23]=[CH:22][CH:21]=[C:20]([CH:24]([OH:26])[CH3:25])[CH:19]=3)[N:15]=2)[N:10](COCC[Si](C)(C)C)[CH:9]=1)=[O:7])([CH3:4])([CH3:3])[CH3:2].FC(F)(F)C(O)=O. (4) Given the product [C:1]([C:5]1[CH:6]=[C:7]([C:12](=[O:14])[CH3:13])[CH:8]=[C:9]([O:11][CH2:16][CH2:17][F:18])[CH:10]=1)([CH3:4])([CH3:2])[CH3:3], predict the reactants needed to synthesize it. The reactants are: [C:1]([C:5]1[CH:6]=[C:7]([C:12](=[O:14])[CH3:13])[CH:8]=[C:9]([OH:11])[CH:10]=1)([CH3:4])([CH3:3])[CH3:2].Br[CH2:16][CH2:17][F:18].[H-].[Na+].O. (5) Given the product [Br:10][C:11]1[CH:16]=[CH:15][C:14]([C:17]([C:24]2[CH:25]=[CH:26][C:27]([Br:30])=[CH:28][CH:29]=2)=[CH:18][CH2:19][OH:20])=[CH:13][CH:12]=1, predict the reactants needed to synthesize it. The reactants are: CC(C[AlH]CC(C)C)C.[Br:10][C:11]1[CH:16]=[CH:15][C:14]([C:17]([C:24]2[CH:29]=[CH:28][C:27]([Br:30])=[CH:26][CH:25]=2)=[CH:18][C:19](OCC)=[O:20])=[CH:13][CH:12]=1.Cl.